Predict hERG channel inhibition at various concentrations. From a dataset of hERG Central: cardiac toxicity at 1µM, 10µM, and general inhibition. (1) The drug is Cc1cccc(NC(=O)C2CCN(C(=O)[C@@H]3Cc4ccccc4CN3)CC2)c1. Results: hERG_inhib (hERG inhibition (general)): blocker. (2) The molecule is CN(C)CCn1c2c(c(SCC(=O)Nc3cccc(C(F)(F)F)c3)nc1=O)CCCC2. Results: hERG_inhib (hERG inhibition (general)): blocker. (3) The molecule is CCn1cc(C(=O)N2CCN(c3ccccn3)CC2)c(=O)c2cc(S(=O)(=O)N(C)C3CCCCC3)ccc21. Results: hERG_inhib (hERG inhibition (general)): blocker. (4) The molecule is COc1ccc(-c2[nH]ncc2CN2CCC(c3ccncc3)CC2)cc1F. Results: hERG_inhib (hERG inhibition (general)): blocker. (5) The molecule is CCN(CC)CCNC(=O)c1cc(-c2ccco2)nc2ccccc12.Cl. Results: hERG_inhib (hERG inhibition (general)): blocker. (6) The drug is Cc1ccc(NC(=O)CN2CCCN(S(=O)(=O)c3ccc(Br)s3)CC2)cc1. Results: hERG_inhib (hERG inhibition (general)): blocker. (7) The molecule is Cc1ccc(C)c(Cn2nnc3c(=O)[nH]c(C4CCCN(C(=O)C5CCCCC5)C4)nc32)c1. Results: hERG_inhib (hERG inhibition (general)): blocker. (8) The drug is COc1ccc(C(c2nnnn2CCc2ccccc2)N2CCN(C3CCCC3)CC2)cc1.Cl. Results: hERG_inhib (hERG inhibition (general)): blocker. (9) The drug is COc1cccc(/C=N/NC(=O)c2cc(-c3cccn3C)n[nH]2)c1. Results: hERG_inhib (hERG inhibition (general)): blocker.